Dataset: Forward reaction prediction with 1.9M reactions from USPTO patents (1976-2016). Task: Predict the product of the given reaction. (1) Given the reactants [F:1][CH:2]([F:21])[CH2:3][N:4]1[CH2:9][CH2:8][N:7]([C:10]2[CH:15]=[CH:14][C:13]([N+:16]([O-])=O)=[CH:12][C:11]=2[O:19][CH3:20])[CH2:6][CH2:5]1.[H][H], predict the reaction product. The product is: [F:21][CH:2]([F:1])[CH2:3][N:4]1[CH2:5][CH2:6][N:7]([C:10]2[CH:15]=[CH:14][C:13]([NH2:16])=[CH:12][C:11]=2[O:19][CH3:20])[CH2:8][CH2:9]1. (2) Given the reactants [OH-].[Na+].[C:11](O[C:11]([O:13][C:14]([CH3:17])([CH3:16])[CH3:15])=[O:12])([O:13][C:14]([CH3:17])([CH3:16])[CH3:15])=[O:12].[Br:18][C:19]1[CH:25]=[CH:24][C:22]([NH2:23])=[CH:21][C:20]=1[O:26][C:27]([F:30])([F:29])[F:28], predict the reaction product. The product is: [Br:18][C:19]1[CH:25]=[CH:24][C:22]([NH:23][C:11](=[O:12])[O:13][C:14]([CH3:15])([CH3:16])[CH3:17])=[CH:21][C:20]=1[O:26][C:27]([F:28])([F:30])[F:29]. (3) Given the reactants [C:1](Cl)(Cl)=[O:2].[OH:5][C:6]1[CH:19]=[CH:18][C:9]([C:10]([C:12]2[CH:17]=[CH:16][CH:15]=[CH:14][CH:13]=2)=[O:11])=[CH:8][CH:7]=1.CCN(CC)CC.[N:27]12[CH2:35][CH2:34][CH:31]([CH2:32][CH2:33]1)[NH:30][CH2:29][CH2:28]2, predict the reaction product. The product is: [C:10]([C:9]1[CH:8]=[CH:7][C:6]([O:5][C:1]([N:30]2[CH:31]3[CH2:34][CH2:35][N:27]([CH2:33][CH2:32]3)[CH2:28][CH2:29]2)=[O:2])=[CH:19][CH:18]=1)(=[O:11])[C:12]1[CH:17]=[CH:16][CH:15]=[CH:14][CH:13]=1. (4) Given the reactants [CH3:1][C:2]1[CH2:7][CH2:6][CH:5]([C:8]([CH3:10])=[CH2:9])[CH2:4][CH:3]=1.[CH3:11][C:12]1[CH2:17][CH2:16][C:15]([OH:21])([CH:18]([CH3:20])[CH3:19])[CH2:14][CH:13]=1, predict the reaction product. The product is: [CH3:1][C:2]1[CH2:7][CH2:6][CH:5]([C:8]([CH3:10])=[CH2:9])[CH2:4][CH:3]=1.[CH3:11][C:12]1[CH2:17][CH2:16][C@@H:15]([C:18]([CH3:20])=[CH2:19])[CH2:14][CH:13]=1.[CH3:1][C:2]1[CH2:7][CH2:6][C:5]([OH:21])([CH:8]([CH3:10])[CH3:9])[CH2:4][CH:3]=1.